This data is from Forward reaction prediction with 1.9M reactions from USPTO patents (1976-2016). The task is: Predict the product of the given reaction. (1) Given the reactants [F:1][C:2]1[N:6]([CH3:7])[N:5]=[C:4]([CH3:8])[C:3]=1[C:9](Cl)=[O:10].[CH:12]1([NH:15][CH:16]([C:19]2[CH:24]=[CH:23][N:22]=[CH:21][CH:20]=2)[CH2:17][CH3:18])[CH2:14][CH2:13]1.C(N(CC)CC)C.ClCCl.CO, predict the reaction product. The product is: [CH:12]1([N:15]([CH:16]([C:19]2[CH:24]=[CH:23][N:22]=[CH:21][CH:20]=2)[CH2:17][CH3:18])[C:9]([C:3]2[C:4]([CH3:8])=[N:5][N:6]([CH3:7])[C:2]=2[F:1])=[O:10])[CH2:14][CH2:13]1. (2) Given the reactants Cl[C:2]1[CH:7]=[C:6]([Cl:8])[C:5]([CH:9]2[CH2:11][CH2:10]2)=[CH:4][N:3]=1.[C:12]([Zn]C#N)#[N:13].CCCCCCC.CCOC(C)=O, predict the reaction product. The product is: [Cl:8][C:6]1[C:5]([CH:9]2[CH2:11][CH2:10]2)=[CH:4][N:3]=[C:2]([C:12]#[N:13])[CH:7]=1. (3) The product is: [CH3:1][C:2]1([CH3:22])[O:6][CH:5]([CH2:7][O:8][C:9]2[CH:14]=[CH:13][C:12]([NH2:15])=[C:11]([C:18]([F:21])([F:19])[F:20])[CH:10]=2)[CH2:4][O:3]1. Given the reactants [CH3:1][C:2]1([CH3:22])[O:6][CH:5]([CH2:7][O:8][C:9]2[CH:14]=[CH:13][C:12]([N+:15]([O-])=O)=[C:11]([C:18]([F:21])([F:20])[F:19])[CH:10]=2)[CH2:4][O:3]1, predict the reaction product. (4) Given the reactants Br[C:2]1[CH:3]=[N:4][CH:5]=[C:6]2[C:11]=1[NH:10][C:9](=[O:12])[CH:8]=[CH:7]2.[F:13][C:14]1[CH:15]=[C:16]([C:29]2[CH:30]=[N:31][N:32]([CH3:34])[CH:33]=2)[CH:17]=[CH:18][C:19]=1B1OC(C)(C)C(C)(C)O1.[O-]P([O-])([O-])=O.[K+].[K+].[K+], predict the reaction product. The product is: [F:13][C:14]1[CH:15]=[C:16]([C:29]2[CH:30]=[N:31][N:32]([CH3:34])[CH:33]=2)[CH:17]=[CH:18][C:19]=1[C:2]1[CH:3]=[N:4][CH:5]=[C:6]2[C:11]=1[N:10]=[C:9]([OH:12])[CH:8]=[CH:7]2. (5) The product is: [CH2:1]([C:3]1[N:4]([CH2:25][CH2:24][O:23][CH3:22])[N:5]=[C:6]([C:11]([NH2:13])=[O:12])[C:7]=1[N+:8]([O-:10])=[O:9])[CH3:2]. Given the reactants [CH2:1]([C:3]1[C:7]([N+:8]([O-:10])=[O:9])=[C:6]([C:11]([NH2:13])=[O:12])[NH:5][N:4]=1)[CH3:2].C(=O)([O-])[O-].[Na+].[Na+].[I-].[Na+].[CH3:22][O:23][CH2:24][CH2:25]Br, predict the reaction product.